Task: Predict the product of the given reaction.. Dataset: Forward reaction prediction with 1.9M reactions from USPTO patents (1976-2016) (1) Given the reactants [Cl:1][C:2]1[CH:7]=[CH:6][C:5]([C:8](=[CH2:13])[C:9]([O:11][CH3:12])=[O:10])=[CH:4][C:3]=1[F:14].[N+:15]([CH:18]([CH3:20])[CH3:19])([O-:17])=[O:16].C1CCN2C(=NCCC2)CC1.Cl, predict the reaction product. The product is: [Cl:1][C:2]1[CH:7]=[CH:6][C:5]([CH:8]([CH2:13][C:18]([CH3:20])([N+:15]([O-:17])=[O:16])[CH3:19])[C:9]([O:11][CH3:12])=[O:10])=[CH:4][C:3]=1[F:14]. (2) Given the reactants O[CH:2]([C:6]1[S:14][C:13]2[C:12](=[O:15])[N:11]([C:16]3[CH:21]=[CH:20][C:19]([N:22]4[CH2:28][CH2:27][CH2:26][N:25]([CH3:29])[CH2:24][CH2:23]4)=[CH:18][CH:17]=3)[CH:10]=[N:9][C:8]=2[CH:7]=1)[CH:3]([CH3:5])[CH3:4].C1(C)C=CC(S(O)(=O)=O)=CC=1, predict the reaction product. The product is: [CH3:29][N:25]1[CH2:26][CH2:27][CH2:28][N:22]([C:19]2[CH:18]=[CH:17][C:16]([N:11]3[C:12](=[O:15])[C:13]4[S:14][C:6]([CH:2]=[C:3]([CH3:5])[CH3:4])=[CH:7][C:8]=4[N:9]=[CH:10]3)=[CH:21][CH:20]=2)[CH2:23][CH2:24]1. (3) Given the reactants Br[CH2:2][C:3]([C:5]1[CH:13]=[CH:12][C:8]([C:9]([OH:11])=[O:10])=[CH:7][CH:6]=1)=O.[CH3:14][NH:15][C:16]([NH2:18])=[S:17], predict the reaction product. The product is: [CH3:14][NH:15][C:16]1[S:17][CH:2]=[C:3]([C:5]2[CH:13]=[CH:12][C:8]([C:9]([OH:11])=[O:10])=[CH:7][CH:6]=2)[N:18]=1. (4) Given the reactants BrN1C(=[O:7])CCC1=O.[Cl:9][C:10]1[CH:11]=[C:12]2[C:16](=[CH:17][CH:18]=1)[N:15]([CH2:19][C:20]([OH:22])=[O:21])[C:14]([CH3:23])=[C:13]2[C:24]1[C:33]2[C:28](=[CH:29][C:30]([Cl:34])=[CH:31][CH:32]=2)[N:27]=[CH:26][CH:25]=1, predict the reaction product. The product is: [Cl:9][C:10]1[CH:11]=[C:12]2[C:16](=[CH:17][CH:18]=1)[N:15]([CH2:19][C:20]([OH:22])=[O:21])[C:14]([CH2:23][OH:7])=[C:13]2[C:24]1[C:33]2[C:28](=[CH:29][C:30]([Cl:34])=[CH:31][CH:32]=2)[N:27]=[CH:26][CH:25]=1.